This data is from Retrosynthesis with 50K atom-mapped reactions and 10 reaction types from USPTO. The task is: Predict the reactants needed to synthesize the given product. (1) Given the product OCC1=C(c2ccc(Cl)c(Cl)c2)N2CCN=C2S1, predict the reactants needed to synthesize it. The reactants are: O=CC1=C(c2ccc(Cl)c(Cl)c2)N2CCN=C2S1. (2) Given the product Cc1c(C(=O)NN)nn(-c2ccc(Cl)cc2Cl)c1-c1ccc(Cl)cc1, predict the reactants needed to synthesize it. The reactants are: Cc1c(C(=O)Cl)nn(-c2ccc(Cl)cc2Cl)c1-c1ccc(Cl)cc1.NN.